Dataset: Catalyst prediction with 721,799 reactions and 888 catalyst types from USPTO. Task: Predict which catalyst facilitates the given reaction. (1) Reactant: [CH2:1]([O:8][C:9]1[CH:14]=[CH:13][N:12]([C:15]2[CH:16]=[CH:17][C:18]3[C:22]4[CH2:23][N:24](C(OC(C)(C)C)=O)[CH2:25][CH2:26][CH2:27][C:21]=4[N:20]([CH3:35])[C:19]=3[N:36]=2)[C:11](=[O:37])[CH:10]=1)[C:2]1[CH:7]=[CH:6][CH:5]=[CH:4][CH:3]=1.[ClH:38]. Product: [ClH:38].[CH2:1]([O:8][C:9]1[CH:14]=[CH:13][N:12]([C:15]2[CH:16]=[CH:17][C:18]3[C:22]4[CH2:23][NH:24][CH2:25][CH2:26][CH2:27][C:21]=4[N:20]([CH3:35])[C:19]=3[N:36]=2)[C:11](=[O:37])[CH:10]=1)[C:2]1[CH:7]=[CH:6][CH:5]=[CH:4][CH:3]=1. The catalyst class is: 5. (2) Reactant: C([Si](C)(C)[O:6][CH2:7][C:8]([N:11]1[C:19]2[C:18]([F:20])=[CH:17][N:16]=[CH:15][C:14]=2[C:13]([C:21]([C:23]2[CH:24]=[C:25]([NH:29][C:30](=[O:40])[CH2:31][N:32]3[CH:36]=[CH:35][C:34]([CH:37]4[CH2:39][CH2:38]4)=[N:33]3)[CH:26]=[N:27][CH:28]=2)=[O:22])=[CH:12]1)([CH3:10])[CH3:9])(C)(C)C. Product: [CH:37]1([C:34]2[CH:35]=[CH:36][N:32]([CH2:31][C:30]([NH:29][C:25]3[CH:26]=[N:27][CH:28]=[C:23]([C:21]([C:13]4[C:14]5[CH:15]=[N:16][CH:17]=[C:18]([F:20])[C:19]=5[N:11]([C:8]([CH3:10])([CH3:9])[CH2:7][OH:6])[CH:12]=4)=[O:22])[CH:24]=3)=[O:40])[N:33]=2)[CH2:38][CH2:39]1. The catalyst class is: 1. (3) Reactant: [CH:1]1([CH2:4][O:5][C:6]2[C:11]([C:12]3[CH:17]=[CH:16][C:15]([C:18]([F:21])([F:20])[F:19])=[CH:14][CH:13]=3)=[CH:10][C:9]([CH:22]([CH2:28][CH:29]([CH3:31])[CH3:30])[C:23]([O:25]CC)=[O:24])=[CH:8][C:7]=2[N+:32]([O-:34])=[O:33])[CH2:3][CH2:2]1.C1COCC1.O.[Li+].[OH-]. Product: [CH:1]1([CH2:4][O:5][C:6]2[C:11]([C:12]3[CH:13]=[CH:14][C:15]([C:18]([F:19])([F:21])[F:20])=[CH:16][CH:17]=3)=[CH:10][C:9]([CH:22]([CH2:28][CH:29]([CH3:30])[CH3:31])[C:23]([OH:25])=[O:24])=[CH:8][C:7]=2[N+:32]([O-:34])=[O:33])[CH2:2][CH2:3]1. The catalyst class is: 5. (4) The catalyst class is: 4. Product: [CH3:22][C:23]1[CH:31]=[CH:30][C:26]([C:27]([O:1][C@H:2]2[CH2:7][CH2:6][C@H:5]([NH:8][C:9](=[O:15])[O:10][C:11]([CH3:12])([CH3:14])[CH3:13])[CH2:4][CH2:3]2)=[O:28])=[CH:25][CH:24]=1. Reactant: [OH:1][C@H:2]1[CH2:7][CH2:6][C@H:5]([NH:8][C:9](=[O:15])[O:10][C:11]([CH3:14])([CH3:13])[CH3:12])[CH2:4][CH2:3]1.N1C=CC=CC=1.[CH3:22][C:23]1[CH:31]=[CH:30][C:26]([C:27](Cl)=[O:28])=[CH:25][CH:24]=1.[Cl-].[NH4+]. (5) Reactant: C([O:3][C:4]([C:6]1([NH:16][C:17]([C:19]2[C:28]3[CH2:27][CH2:26][CH2:25][CH2:24][C:23]=3[CH:22]=[CH:21][CH:20]=2)=[O:18])[CH2:14][C:13]2[C:8](=[CH:9][CH:10]=[C:11]([F:15])[CH:12]=2)[CH2:7]1)=[O:5])C.[OH-].[K+].O. Product: [F:15][C:11]1[CH:12]=[C:13]2[C:8](=[CH:9][CH:10]=1)[CH2:7][C:6]([NH:16][C:17]([C:19]1[C:28]3[CH2:27][CH2:26][CH2:25][CH2:24][C:23]=3[CH:22]=[CH:21][CH:20]=1)=[O:18])([C:4]([OH:5])=[O:3])[CH2:14]2. The catalyst class is: 14. (6) Reactant: [Cl:1][CH:2]([Cl:5])[C:3]#[N:4].C[O-].[Na+].Cl.[CH2:10]([O:12][C:13](=[O:18])[C@H:14]([CH2:16][SH:17])N)[CH3:11].O. Product: [Cl:1][CH:2]([Cl:5])[C:3]1[S:17][CH2:16][CH:14]([C:13]([O:12][CH2:10][CH3:11])=[O:18])[N:4]=1. The catalyst class is: 100. (7) Reactant: O=[C:2]1[CH2:7][CH2:6][CH2:5][CH2:4][CH:3]1[N:8]1[C:16](=[O:17])[C:15]2[C:10](=[CH:11][CH:12]=[CH:13][CH:14]=2)[C:9]1=[O:18].[CH3:19]C(C)([O-])C.[K+]. Product: [CH2:19]=[C:2]1[CH2:7][CH2:6][CH2:5][CH2:4][CH:3]1[N:8]1[C:16](=[O:17])[C:15]2[C:10](=[CH:11][CH:12]=[CH:13][CH:14]=2)[C:9]1=[O:18]. The catalyst class is: 597. (8) Reactant: [Br:1][C:2]1[CH:3]=[C:4]2[C:8](=[CH:9][CH:10]=1)[C:7](=[O:11])[N:6]([C:12]([CH3:18])([CH3:17])[CH2:13][C:14]([OH:16])=[O:15])[CH2:5]2.[C:19](OC(=N)C(Cl)(Cl)Cl)([CH3:22])([CH3:21])[CH3:20]. Product: [Br:1][C:2]1[CH:3]=[C:4]2[C:8](=[CH:9][CH:10]=1)[C:7](=[O:11])[N:6]([C:12]([CH3:18])([CH3:17])[CH2:13][C:14]([O:16][C:19]([CH3:22])([CH3:21])[CH3:20])=[O:15])[CH2:5]2. The catalyst class is: 2. (9) Reactant: [C:1]1([C:31]2[CH:36]=[CH:35][CH:34]=[CH:33][CH:32]=2)[CH:6]=[CH:5][C:4]([C:7]2[N:8]([C:24]3[CH:29]=[CH:28][C:27]([Cl:30])=[CH:26][CH:25]=3)[C:9](=[O:23])[C:10]3[N:11]=[C:12]([CH3:22])[N:13]([C:16]4[CH:21]=[CH:20][CH:19]=[CH:18][CH:17]=4)[C:14]=3[N:15]=2)=[CH:3][CH:2]=1.C1C(=O)N([Br:44])C(=O)C1.CC(N=NC(C#N)(C)C)(C#N)C. Product: [C:1]1([C:31]2[CH:32]=[CH:33][CH:34]=[CH:35][CH:36]=2)[CH:2]=[CH:3][C:4]([C:7]2[N:8]([C:24]3[CH:29]=[CH:28][C:27]([Cl:30])=[CH:26][CH:25]=3)[C:9](=[O:23])[C:10]3[N:11]=[C:12]([CH2:22][Br:44])[N:13]([C:16]4[CH:17]=[CH:18][CH:19]=[CH:20][CH:21]=4)[C:14]=3[N:15]=2)=[CH:5][CH:6]=1. The catalyst class is: 53.